Dataset: Full USPTO retrosynthesis dataset with 1.9M reactions from patents (1976-2016). Task: Predict the reactants needed to synthesize the given product. Given the product [Br:1][C:2]1[CH:7]=[C:6]([CH:8]=[CH:14][N:15]([CH3:17])[CH3:16])[C:5]([N+:9]([O-:11])=[O:10])=[CH:4][N:3]=1, predict the reactants needed to synthesize it. The reactants are: [Br:1][C:2]1[CH:7]=[C:6]([CH3:8])[C:5]([N+:9]([O-:11])=[O:10])=[CH:4][N:3]=1.CO[CH:14](OC)[N:15]([CH3:17])[CH3:16].O.